The task is: Predict which catalyst facilitates the given reaction.. This data is from Catalyst prediction with 721,799 reactions and 888 catalyst types from USPTO. (1) Reactant: P(Cl)(Cl)(Cl)=O.[NH:6]1[CH2:11][CH2:10][CH2:9][CH2:8][C:7]1=O.[C:13]([C:17]1[CH:22]=[CH:21][C:20]([C:23]2[CH:28]=[C:27]([CH3:29])[C:26]([NH2:30])=[CH:25][C:24]=2[CH3:31])=[CH:19][CH:18]=1)([CH3:16])([CH3:15])[CH3:14].[OH-].[Na+]. Product: [C:13]([C:17]1[CH:18]=[CH:19][C:20]([C:23]2[CH:28]=[C:27]([CH3:29])[C:26]([N:30]=[C:7]3[CH2:8][CH2:9][CH2:10][CH2:11][NH:6]3)=[CH:25][C:24]=2[CH3:31])=[CH:21][CH:22]=1)([CH3:16])([CH3:15])[CH3:14]. The catalyst class is: 11. (2) Reactant: Br[C:2]1[CH:7]=[CH:6][C:5]([S:8][CH3:9])=[CH:4][CH:3]=1.[Li]CCCC.[CH3:15][Si:16]([CH3:26])([CH3:25])[O:17][C:18]([CH3:24])([CH3:23])[C:19](OC)=[O:20]. Product: [CH3:15][Si:16]([CH3:26])([CH3:25])[O:17][C:18]([CH3:24])([CH3:23])[C:19]([C:2]1[CH:7]=[CH:6][C:5]([S:8][CH3:9])=[CH:4][CH:3]=1)=[O:20]. The catalyst class is: 1.